Dataset: Catalyst prediction with 721,799 reactions and 888 catalyst types from USPTO. Task: Predict which catalyst facilitates the given reaction. Reactant: [NH2:1][C:2]1[S:3][C:4]([CH3:10])=[CH:5][C:6]=1[C:7]([NH2:9])=[O:8].Cl[C:12](Cl)([O:14]C(=O)OC(Cl)(Cl)Cl)Cl. Product: [CH3:10][C:4]1[S:3][C:2]2[NH:1][C:12](=[O:14])[NH:9][C:7](=[O:8])[C:6]=2[CH:5]=1. The catalyst class is: 20.